From a dataset of Full USPTO retrosynthesis dataset with 1.9M reactions from patents (1976-2016). Predict the reactants needed to synthesize the given product. (1) Given the product [CH3:1][C:2]1[C:6]([C:7]2[CH:16]=[C:15]3[C:10]([C:11]([NH:20][CH:21]([C:23]4[CH:24]=[N:25][N:26]([CH3:28])[CH:27]=4)[CH3:22])=[C:12]([NH2:17])[CH:13]=[N:14]3)=[CH:9][C:8]=2[O:29][CH3:30])=[C:5]([CH3:31])[O:4][N:3]=1, predict the reactants needed to synthesize it. The reactants are: [CH3:1][C:2]1[C:6]([C:7]2[CH:16]=[C:15]3[C:10]([C:11]([NH:20][CH:21]([C:23]4[CH:24]=[N:25][N:26]([CH3:28])[CH:27]=4)[CH3:22])=[C:12]([N+:17]([O-])=O)[CH:13]=[N:14]3)=[CH:9][C:8]=2[O:29][CH3:30])=[C:5]([CH3:31])[O:4][N:3]=1.[H][H]. (2) Given the product [C:28]([C:27]1[C:26]([OH:30])=[C:25]([OH:31])[CH:24]=[C:21]([C:22]#[N:23])[C:20]=1[C:7]1[CH:8]=[CH:9][C:4]([C:2]([NH2:1])=[O:3])=[CH:5][CH:6]=1)#[N:29], predict the reactants needed to synthesize it. The reactants are: [NH2:1][C:2]([C:4]1[CH:9]=[CH:8][C:7](B(O)O)=[CH:6][CH:5]=1)=[O:3].C(=O)([O-])[O-].[Na+].[Na+].Br[C:20]1[C:27]([C:28]#[N:29])=[C:26]([OH:30])[C:25]([OH:31])=[CH:24][C:21]=1[C:22]#[N:23].[OH-].[Na+].